This data is from Full USPTO retrosynthesis dataset with 1.9M reactions from patents (1976-2016). The task is: Predict the reactants needed to synthesize the given product. (1) Given the product [Cl:1][C:2]1[CH:22]=[C:21]([S:23]([CH3:26])(=[O:25])=[O:24])[CH:20]=[CH:19][C:3]=1[O:4][C:5]1[CH:6]=[C:7]([CH2:15][C:16]([NH:31][S:28]([CH3:27])(=[O:30])=[O:29])=[O:17])[CH:8]=[C:9]([C:11]([F:12])([F:14])[F:13])[CH:10]=1, predict the reactants needed to synthesize it. The reactants are: [Cl:1][C:2]1[CH:22]=[C:21]([S:23]([CH3:26])(=[O:25])=[O:24])[CH:20]=[CH:19][C:3]=1[O:4][C:5]1[CH:6]=[C:7]([CH2:15][C:16](O)=[O:17])[CH:8]=[C:9]([C:11]([F:14])([F:13])[F:12])[CH:10]=1.[CH3:27][S:28]([NH2:31])(=[O:30])=[O:29]. (2) Given the product [Br:17][C:18]1[CH:19]=[C:20]([C:25]([O:27][C:28]([CH3:31])([CH3:30])[CH3:29])=[O:26])[S:21][C:22]=1/[CH:23]=[CH:9]/[C:10]([O:12][CH2:13][CH3:14])=[O:11], predict the reactants needed to synthesize it. The reactants are: C(OP([CH2:9][C:10]([O:12][CH2:13][CH3:14])=[O:11])(OCC)=O)C.[H-].[Na+].[Br:17][C:18]1[CH:19]=[C:20]([C:25]([O:27][C:28]([CH3:31])([CH3:30])[CH3:29])=[O:26])[S:21][C:22]=1[CH:23]=O.O. (3) Given the product [NH2:11][C@@H:12]([CH2:16][C:17]([C:18]1[CH:23]=[CH:22][CH:21]=[CH:20][C:19]=1[O:24][CH3:25])=[O:26])[C:13]([OH:15])=[O:14], predict the reactants needed to synthesize it. The reactants are: C([NH:11][C@@H:12]([CH2:16][C:17](=[O:26])[C:18]1[CH:23]=[CH:22][CH:21]=[CH:20][C:19]=1[O:24][CH3:25])[C:13]([OH:15])=[O:14])(OCC1C=CC=CC=1)=O.Cl. (4) Given the product [OH:19][C:18]([C:2]1[CH:10]=[CH:9][C:5]([C:6]([OH:8])=[O:7])=[CH:4][C:3]=1[CH3:11])([CH3:20])[CH3:17], predict the reactants needed to synthesize it. The reactants are: Br[C:2]1[CH:10]=[CH:9][C:5]([C:6]([OH:8])=[O:7])=[CH:4][C:3]=1[CH3:11].C([Li])CCC.[CH3:17][C:18]([CH3:20])=[O:19].Cl. (5) Given the product [N:53]1[C:54]2[C:49](=[CH:48][C:47]([C:45]3[O:46][C:42]4[CH:41]=[CH:40][C:39]([C:11]5[CH:12]=[CH:13][CH:14]=[C:9]([C:8]6[CH:3]=[CH:4][C:5]7[O:46][C:45]([C:60]8[CH:59]=[C:58]9[C:63](=[CH:62][CH:61]=8)[N:53]=[CH:52][CH:51]=[CH:50]9)=[N:44][C:6]=7[CH:7]=6)[CH:10]=5)=[CH:57][C:43]=4[N:44]=3)=[CH:56][CH:55]=2)[CH:50]=[CH:51][CH:52]=1, predict the reactants needed to synthesize it. The reactants are: CO[C:3]1[CH:4]=[CH:5][CH:6]=[C:7](OC)[C:8]=1[C:9]1[CH:10]=[CH:11][CH:12]=[CH:13][C:14]=1P(C1CCCCC1)C1CCCCC1.P([O-])([O-])([O-])=O.[K+].[K+].[K+].Br[C:39]1[CH:40]=[CH:41][C:42]2[O:46][C:45]([C:47]3[CH:48]=[C:49]4[C:54](=[CH:55][CH:56]=3)[N:53]=[CH:52][CH:51]=[CH:50]4)=[N:44][C:43]=2[CH:57]=1.[C:58]1(B(O)O)[CH:63]=[CH:62][CH:61]=[C:60](B(O)O)[CH:59]=1.